This data is from Reaction yield outcomes from USPTO patents with 853,638 reactions. The task is: Predict the reaction yield, written as a fraction of the theoretical maximum amount of product (1.0 means a 100% yield; for example, 0.34 means a 34% yield). (1) The reactants are Br[C:2]1[CH:7]=[C:6]([Br:8])[CH:5]=[C:4]([Br:9])[CH:3]=1.[Li]CCCC.[Cl:15][C:16]1[CH:17]=[C:18]([CH:25]=[C:26]([CH3:28])[N:27]=1)[C:19](N(OC)C)=[O:20].C(=O)(O)[O-].[Na+]. The catalyst is CCOCC.C1COCC1.C(OCC)(=O)C. The product is [Cl:15][C:16]1[CH:17]=[C:18]([C:19]([C:2]2[CH:7]=[C:6]([Br:8])[CH:5]=[C:4]([Br:9])[CH:3]=2)=[O:20])[CH:25]=[C:26]([CH3:28])[N:27]=1. The yield is 0.770. (2) The yield is 0.740. The product is [C:23]([C:8]1[C:9]2[C:14](=[C:13]3[CH2:15][CH2:16][O:17][C:12]3=[CH:11][CH:10]=2)[NH:6][CH:7]=1)(=[O:25])[CH3:24]. No catalyst specified. The reactants are P(Cl)(Cl)(Cl)=O.[NH:6]1[C:14]2[C:9](=[CH:10][CH:11]=[C:12]3[O:17][CH2:16][CH2:15][C:13]3=2)[CH:8]=[CH:7]1.[OH-].[Na+].O.CN(C)[C:23](=[O:25])[CH3:24].